From a dataset of Forward reaction prediction with 1.9M reactions from USPTO patents (1976-2016). Predict the product of the given reaction. Given the reactants [Cl:1][C:2]1[CH:7]=[CH:6][C:5]([C@H:8]2[N:15]3[C:11]([S:12][C:13]([C:16](O)=[O:17])=[CH:14]3)=[N:10][C@:9]2([C:20]2[CH:25]=[CH:24][C:23]([Cl:26])=[CH:22][CH:21]=2)[CH3:19])=[CH:4][CH:3]=1.[CH3:27][N:28]([CH3:36])[C:29](=[O:35])[C@@H:30]1[CH2:34][CH2:33][CH2:32][NH:31]1, predict the reaction product. The product is: [Cl:1][C:2]1[CH:7]=[CH:6][C:5]([C@H:8]2[N:15]3[C:11]([S:12][C:13]([C:16]([N:31]4[CH2:32][CH2:33][CH2:34][C@H:30]4[C:29]([N:28]([CH3:36])[CH3:27])=[O:35])=[O:17])=[CH:14]3)=[N:10][C@:9]2([C:20]2[CH:21]=[CH:22][C:23]([Cl:26])=[CH:24][CH:25]=2)[CH3:19])=[CH:4][CH:3]=1.